This data is from CYP2D6 inhibition data for predicting drug metabolism from PubChem BioAssay. The task is: Regression/Classification. Given a drug SMILES string, predict its absorption, distribution, metabolism, or excretion properties. Task type varies by dataset: regression for continuous measurements (e.g., permeability, clearance, half-life) or binary classification for categorical outcomes (e.g., BBB penetration, CYP inhibition). Dataset: cyp2d6_veith. (1) The molecule is Oc1ccc(/C=N/NC(=S)NCc2ccco2)cc1. The result is 0 (non-inhibitor). (2) The compound is COc1ccccc1CNc1ccnc(-c2cccnc2)n1. The result is 1 (inhibitor). (3) The molecule is CCN1C(=O)[C@H]2CC[C@H]3/C(=N\OCC[C@H]4C=C[C@H](OC(C)=O)[C@@H](COC(C)=O)O4)C[C@@H](O)[C@@H](O)[C@@H]3[C@@H]2C1=O. The result is 0 (non-inhibitor). (4) The molecule is CCOc1cc(NC(=S)Nc2cccc(C)c2)c(OCC)cc1NC(=O)CC(C)C. The result is 0 (non-inhibitor). (5) The drug is CCOc1ccc(CNC(=O)C2CC(=O)N(C3CCCC3)C2)cc1OC. The result is 0 (non-inhibitor). (6) The drug is Cc1cc(C)c(S(=O)(=O)N2CCN(c3ccc([N+](=O)[O-])c(NCc4ccco4)c3)CC2)c(C)c1. The result is 0 (non-inhibitor). (7) The molecule is CCOC(=O)C1=C(O)/C(=C/c2cc(OC)c(OC)c(OC)c2)N=C1C. The result is 0 (non-inhibitor). (8) The compound is COc1cc(C2C(C#N)=C(N)OC3=C2C(=O)CCC3)c([N+](=O)[O-])cc1OC. The result is 0 (non-inhibitor).